From a dataset of Reaction yield outcomes from USPTO patents with 853,638 reactions. Predict the reaction yield, written as a fraction of the theoretical maximum amount of product (1.0 means a 100% yield; for example, 0.34 means a 34% yield). The reactants are [F:1][C:2]1[CH:7]=[CH:6][C:5]([N:8]2[C:12]3[N:13]=[CH:14][NH:15][C:16](=[O:17])[C:11]=3[CH:10]=[N:9]2)=[CH:4][CH:3]=1.[O:18]1[C:20]2([CH2:25][CH2:24][N:23]([C:26]([O:28][C:29]([CH3:32])([CH3:31])[CH3:30])=[O:27])[CH2:22][CH2:21]2)[CH2:19]1.C(=O)([O-])[O-].[Cs+].[Cs+].CN(C=O)C. The catalyst is O. The product is [F:1][C:2]1[CH:7]=[CH:6][C:5]([N:8]2[C:12]3[N:13]=[CH:14][N:15]([CH2:19][C:20]4([OH:18])[CH2:21][CH2:22][N:23]([C:26]([O:28][C:29]([CH3:32])([CH3:31])[CH3:30])=[O:27])[CH2:24][CH2:25]4)[C:16](=[O:17])[C:11]=3[CH:10]=[N:9]2)=[CH:4][CH:3]=1. The yield is 0.260.